From a dataset of Full USPTO retrosynthesis dataset with 1.9M reactions from patents (1976-2016). Predict the reactants needed to synthesize the given product. (1) Given the product [Cl:1][C:2]1[N:7]=[C:6]2[N:8]=[N:9][N:10]([CH2:11][C:12]([CH3:15])([OH:13])[CH3:14])[C:5]2=[CH:4][CH:3]=1, predict the reactants needed to synthesize it. The reactants are: [Cl:1][C:2]1[N:7]=[C:6]2[N:8]=[N:9][NH:10][C:5]2=[CH:4][CH:3]=1.[CH3:11][C:12]1([CH3:15])[CH2:14][O:13]1.CC(C)([O-])C.[K+]. (2) Given the product [CH:20]1([N:3]2[CH2:2][CH2:1][C:7]3[CH:8]=[CH:9][C:10]([C:12]4[CH:19]=[CH:18][C:15]([C:16]#[N:17])=[CH:14][CH:13]=4)=[CH:11][C:6]=3[CH2:5][CH2:4]2)[CH2:23][CH2:22][CH2:21]1, predict the reactants needed to synthesize it. The reactants are: [CH2:1]1[C:7]2[CH:8]=[CH:9][C:10]([C:12]3[CH:19]=[CH:18][C:15]([C:16]#[N:17])=[CH:14][CH:13]=3)=[CH:11][C:6]=2[CH2:5][CH2:4][NH:3][CH2:2]1.[C:20]1(=O)[CH2:23][CH2:22][CH2:21]1.C(O[BH-](OC(=O)C)OC(=O)C)(=O)C.[Na+].